From a dataset of Catalyst prediction with 721,799 reactions and 888 catalyst types from USPTO. Predict which catalyst facilitates the given reaction. Reactant: Br[CH2:2][C:3]([C:5]1[S:9][C:8]2[CH:10]=[CH:11][C:12]([Cl:14])=[CH:13][C:7]=2[C:6]=1[CH3:15])=[O:4].[Cl:16][C:17]1[CH:22]=[CH:21][C:20]([CH2:23][SH:24])=[CH:19][CH:18]=1. Product: [Cl:14][C:12]1[CH:11]=[CH:10][C:8]2[S:9][C:5]([C:3](=[O:4])[CH2:2][S:24][CH2:23][C:20]3[CH:21]=[CH:22][C:17]([Cl:16])=[CH:18][CH:19]=3)=[C:6]([CH3:15])[C:7]=2[CH:13]=1. The catalyst class is: 556.